From a dataset of Drug-target binding data from BindingDB using IC50 measurements. Regression. Given a target protein amino acid sequence and a drug SMILES string, predict the binding affinity score between them. We predict pIC50 (pIC50 = -log10(IC50 in M); higher means more potent). Dataset: bindingdb_ic50. (1) The target protein sequence is MTRAEVGLVWAQSTSGVIGRGGDIPWSVPEDLTRFKEVTMGHTVIMGRRTWESLPAKVRPLPGRRNVVVSRRPDFVAEGARVAGSLEAALAYAGSDPAPWVIGGAQIYLLALPHATRCEVTEIEIDLRRDDDDALAPALDDSWVGETGEWLASRSGLRYRFHSYRRDPRSSVRGCSPSRPS. The pIC50 is 4.5. The small molecule is CCCCCCCCCOc1ccc(OC)c(Cc2cnc(N)nc2N)c1. (2) The target protein (P00176) has sequence MEPTILLLLALLVGFLLLLVRGHPKSRGNFPPGPRPLPLLGNLLQLDRGGLLNSFMQLREKYGDVFTVHLGPRPVVMLCGTDTIKEALVGQAEDFSGRGTIAVIEPIFKEYGVIFANGERWKALRRFSLATMRDFGMGKRSVEERIQEEAQCLVEELRKSQGAPLDPTFLFQCITANIICSIVFGERFDYTDRQFLRLLELFYRTFSLLSSFSSQVFEFFSGFLKYFPGAHRQISKNLQEILDYIGHIVEKHRATLDPSAPRDFIDTYLLRMEKEKSNHHTEFHHENLMISLLSLFFAGTETSSTTLRYGFLLMLKYPHVAEKVQKEIDQVIGSHRLPTLDDRSKMPYTDAVIHEIQRFSDLVPIGVPHRVTKDTMFRGYLLPKNTEVYPILSSALHDPQYFDHPDSFNPEHFLDANGALKKSEAFMPFSTGKRICLGEGIARNELFLFFTTILQNFSVSSHLAPKDIDLTPKESGIGKIPPTYQICFSAR. The small molecule is CCOc1ccc2nc(C)[nH]c2c1. The pIC50 is 4.2. (3) The pIC50 is 4.3. The small molecule is CCOc1c(Cl)cnn(-c2cccc(Br)c2)c1=O. The target protein sequence is MKKWTNRLMTIAGVVLILVAAYLFAKPHIDNYLHDKDKDEKIEQYDKNVKEQASKDKKQQAKPQIPKDKSKVAGYIEIPDADIKEPVYPGPATPEQLNRGVSFAEENESLDDQNISIAGHTFIDRPNYQFTNLKAAKKGSMVYFKVGNETRKYKMTSIRDVKPTDVGVLDEQKGKDKQLTLITCDDYNEKTGVWEKRKIFVATEVK.